This data is from Peptide-MHC class I binding affinity with 185,985 pairs from IEDB/IMGT. The task is: Regression. Given a peptide amino acid sequence and an MHC pseudo amino acid sequence, predict their binding affinity value. This is MHC class I binding data. (1) The peptide sequence is AMFIGHATA. The binding affinity (normalized) is 1.00. The MHC is HLA-A02:11 with pseudo-sequence HLA-A02:11. (2) The peptide sequence is YYQLESTQI. The MHC is HLA-A29:02 with pseudo-sequence HLA-A29:02. The binding affinity (normalized) is 0.491. (3) The peptide sequence is HHIWQNLL. The MHC is HLA-A02:02 with pseudo-sequence HLA-A02:02. The binding affinity (normalized) is 0.157. (4) The peptide sequence is EVIRATYPS. The MHC is HLA-B08:01 with pseudo-sequence HLA-B08:01. The binding affinity (normalized) is 0.213. (5) The peptide sequence is IYNEKVAGF. The MHC is HLA-A24:02 with pseudo-sequence HLA-A24:02. The binding affinity (normalized) is 0.0582. (6) The peptide sequence is EVGSIRCVK. The MHC is HLA-A33:01 with pseudo-sequence HLA-A33:01. The binding affinity (normalized) is 0.592. (7) The peptide sequence is IGLCKTLGS. The binding affinity (normalized) is 0. The MHC is H-2-Db with pseudo-sequence H-2-Db. (8) The peptide sequence is HLPDRVHF. The MHC is H-2-Dd with pseudo-sequence H-2-Dd. The binding affinity (normalized) is 0.0278. (9) The peptide sequence is LGFGAYMSK. The MHC is HLA-A03:01 with pseudo-sequence HLA-A03:01. The binding affinity (normalized) is 0.546. (10) The peptide sequence is SFYLISIFLH. The MHC is HLA-A03:01 with pseudo-sequence HLA-A03:01. The binding affinity (normalized) is 0.360.